From a dataset of Full USPTO retrosynthesis dataset with 1.9M reactions from patents (1976-2016). Predict the reactants needed to synthesize the given product. (1) Given the product [CH3:19][O:18][C:12]1[CH:11]=[C:10]([CH:15]=[CH:14][C:13]=1[O:16][CH3:17])[CH2:9][NH:8][C:6]1[N:5]2[N:20]=[C:21]([C:23]3[O:24][CH:25]=[CH:26][CH:27]=3)[N:22]=[C:4]2[CH:3]=[C:2]([C:36]2[CH:37]=[CH:38][CH:39]=[C:34]([CH:40]3[O:18][CH2:12][CH2:13][O:16]3)[CH:35]=2)[N:7]=1, predict the reactants needed to synthesize it. The reactants are: Cl[C:2]1[N:7]=[C:6]([NH:8][CH2:9][C:10]2[CH:15]=[CH:14][C:13]([O:16][CH3:17])=[C:12]([O:18][CH3:19])[CH:11]=2)[N:5]2[N:20]=[C:21]([C:23]3[O:24][CH:25]=[CH:26][CH:27]=3)[N:22]=[C:4]2[CH:3]=1.C(Cl)(Cl)Cl.[F-].[NH4+].[C:34]1([CH3:40])[CH:39]=[CH:38][CH:37]=[CH:36][CH:35]=1. (2) Given the product [S:9]1[C:13]([C:6]2[CH:5]=[CH:4][N:3]=[C:2]([NH:28][CH:26]3[CH2:25][CH:24]([CH3:29])[NH:23][C:22]([CH3:30])([CH3:21])[CH2:27]3)[N:7]=2)=[CH:12][C:11]2[CH:17]=[CH:18][CH:19]=[CH:20][C:10]1=2, predict the reactants needed to synthesize it. The reactants are: Cl[C:2]1[N:7]=[C:6](Cl)[CH:5]=[CH:4][N:3]=1.[S:9]1[C:13](B(O)O)=[CH:12][C:11]2[CH:17]=[CH:18][CH:19]=[CH:20][C:10]1=2.[CH3:21][C:22]1([CH3:30])[CH2:27][CH:26]([NH2:28])[CH2:25][CH:24]([CH3:29])[NH:23]1. (3) The reactants are: [F:1][C:2]1[CH:35]=[CH:34][C:5]([CH2:6][N:7]2[C:11]3[CH:12]=[N:13][C:14]4[C:15](=[O:29])[N:16]([O:20][CH2:21][O:22][CH2:23][CH2:24][Si:25]([CH3:28])([CH3:27])[CH3:26])[CH2:17][CH2:18][C:19]=4[C:10]=3[C:9]([CH2:30]N(C)C)=[CH:8]2)=[CH:4][CH:3]=1.C(Cl)Cl.ClC(OC1C=CC=CC=1)=O.[CH2:49]([O:51][CH2:52][CH2:53][CH2:54][OH:55])[CH3:50]. Given the product [F:1][C:2]1[CH:35]=[CH:34][C:5]([CH2:6][N:7]2[C:11]3[CH:12]=[N:13][C:14]4[C:15](=[O:29])[N:16]([O:20][CH2:21][O:22][CH2:23][CH2:24][Si:25]([CH3:26])([CH3:27])[CH3:28])[CH2:17][CH2:18][C:19]=4[C:10]=3[C:9]([CH2:30][O:55][CH2:54][CH2:53][CH2:52][O:51][CH2:49][CH3:50])=[CH:8]2)=[CH:4][CH:3]=1, predict the reactants needed to synthesize it.